From a dataset of Forward reaction prediction with 1.9M reactions from USPTO patents (1976-2016). Predict the product of the given reaction. (1) Given the reactants [CH3:1][O:2][C:3]1[CH:4]=[C:5]([CH:8]=[CH:9][CH:10]=1)[CH2:6][OH:7].[Li]CCCC.[CH2:16]([Sn:20](Cl)([CH2:25][CH2:26][CH2:27][CH3:28])[CH2:21][CH2:22][CH2:23][CH3:24])[CH2:17][CH2:18][CH3:19].[NH4+].[Cl-], predict the reaction product. The product is: [CH3:1][O:2][C:3]1[C:4]([Sn:20]([CH2:21][CH2:22][CH2:23][CH3:24])([CH2:25][CH2:26][CH2:27][CH3:28])[CH2:16][CH2:17][CH2:18][CH3:19])=[C:5]([CH:8]=[CH:9][CH:10]=1)[CH2:6][OH:7]. (2) Given the reactants [CH2:1]([O:8][C:9]([NH:11][CH2:12][CH2:13][CH2:14][C@@H:15]([C:24]([OH:26])=O)[NH:16][C:17]([O:19][C:20]([CH3:23])([CH3:22])[CH3:21])=[O:18])=[O:10])[C:2]1[CH:7]=[CH:6][CH:5]=[CH:4][CH:3]=1.[Li][CH3:28], predict the reaction product. The product is: [C:24]([C@@H:15]([NH:16][C:17](=[O:18])[O:19][C:20]([CH3:21])([CH3:22])[CH3:23])[CH2:14][CH2:13][CH2:12][NH:11][C:9]([O:8][CH2:1][C:2]1[CH:3]=[CH:4][CH:5]=[CH:6][CH:7]=1)=[O:10])(=[O:26])[CH3:28]. (3) Given the reactants CC([PH+](C(C)(C)C)CCCS([O-])(=O)=O)(C)C.[Cl:17][C:18]1[CH:19]=[C:20](B(O)O)[CH:21]=[N:22][CH:23]=1.Br[C:28]1[CH:29]=[CH:30][C:31]2[O:42][C:41]3([CH2:47][CH2:46][CH:45]([O:48][CH3:49])[CH2:44][CH2:43]3)[C:34]3([N:38]=[C:37]([NH2:39])[C:36]([CH3:40])=[N:35]3)[C:32]=2[CH:33]=1.CC1CCCO1.C([O-])([O-])=O.[K+].[K+], predict the reaction product. The product is: [Cl:17][C:18]1[CH:19]=[C:20]([C:28]2[CH:29]=[CH:30][C:31]3[O:42][C:41]4([CH2:43][CH2:44][CH:45]([O:48][CH3:49])[CH2:46][CH2:47]4)[C:34]4([N:38]=[C:37]([NH2:39])[C:36]([CH3:40])=[N:35]4)[C:32]=3[CH:33]=2)[CH:21]=[N:22][CH:23]=1. (4) Given the reactants [F:1][C:2]1([F:15])[CH2:7][C@H:6]2[CH2:8][C@H:4]([C:5]2([CH3:10])[CH3:9])[C@@H:3]1[CH2:11][C:12](Cl)=[O:13].[NH2:16][N:17]1[N:26]=[C:25]([C:27]2[CH:32]=[CH:31][C:30]([Cl:33])=[CH:29][CH:28]=2)[C:24]2[C:19](=[CH:20][CH:21]=[CH:22][CH:23]=2)[C:18]1=[O:34].N1C=CC=CC=1, predict the reaction product. The product is: [Cl:33][C:30]1[CH:31]=[CH:32][C:27]([C:25]2[C:24]3[C:19](=[CH:20][CH:21]=[CH:22][CH:23]=3)[C:18](=[O:34])[N:17]([NH:16][C:12](=[O:13])[CH2:11][C@@H:3]3[C:2]([F:15])([F:1])[CH2:7][C@H:6]4[CH2:8][C@@H:4]3[C:5]4([CH3:10])[CH3:9])[N:26]=2)=[CH:28][CH:29]=1.